From a dataset of Reaction yield outcomes from USPTO patents with 853,638 reactions. Predict the reaction yield, written as a fraction of the theoretical maximum amount of product (1.0 means a 100% yield; for example, 0.34 means a 34% yield). (1) The product is [Cl:1][C:2]1[CH:7]=[C:6]([CH3:8])[N:5]=[C:4]([N:9]([CH2:13][C:14]2[CH:19]=[CH:18][C:17]([O:27][CH3:26])=[CH:16][CH:15]=2)[CH2:13][C:14]2[CH:19]=[CH:18][C:17]([O:20][CH3:21])=[CH:16][CH:15]=2)[N:3]=1. The catalyst is CCOC(C)=O. The reactants are [Cl:1][C:2]1[CH:7]=[C:6]([CH3:8])[N:5]=[C:4]([NH2:9])[N:3]=1.[H-].[Na+].Cl[CH2:13][C:14]1[CH:19]=[CH:18][C:17]([O:20][CH3:21])=[CH:16][CH:15]=1.O.CN([CH:26]=[O:27])C. The yield is 0.730. (2) The reactants are [Br:1][C:2]1[CH:7]=[CH:6][C:5]2[C:8]3[C:13](=O)[NH:12][CH:11]=[N:10][C:9]=3[S:15][C:4]=2[CH:3]=1.O=P(Cl)(Cl)[Cl:18]. The catalyst is C(N(CC)CC)C. The product is [Br:1][C:2]1[CH:7]=[CH:6][C:5]2[C:8]3[C:13]([Cl:18])=[N:12][CH:11]=[N:10][C:9]=3[S:15][C:4]=2[CH:3]=1. The yield is 0.910.